This data is from Full USPTO retrosynthesis dataset with 1.9M reactions from patents (1976-2016). The task is: Predict the reactants needed to synthesize the given product. (1) Given the product [S:3]1[CH:18]=[CH:17][N:4]=[C:2]1[NH:1][C:5]1[CH:6]=[C:7]([NH:11][S:12]([CH3:15])(=[O:14])=[O:13])[CH:8]=[CH:9][CH:10]=1, predict the reactants needed to synthesize it. The reactants are: [NH:1]([C:5]1[CH:6]=[C:7]([NH:11][S:12]([CH3:15])(=[O:14])=[O:13])[CH:8]=[CH:9][CH:10]=1)[C:2]([NH2:4])=[S:3].Cl[CH2:17][CH:18]=O. (2) The reactants are: [F:1][C:2]([F:14])([F:13])[C:3]1[C:4]([C:8]([O:10][CH2:11][CH3:12])=[O:9])=[CH:5][NH:6][CH:7]=1.[O:15]1CCC[CH2:16]1.C=O.[OH-].C([N+](CCCC)(CCCC)CCCC)CCC. Given the product [OH:15][CH2:16][N:6]1[CH:7]=[C:3]([C:2]([F:1])([F:13])[F:14])[C:4]([C:8]([O:10][CH2:11][CH3:12])=[O:9])=[CH:5]1, predict the reactants needed to synthesize it.